The task is: Predict the reactants needed to synthesize the given product.. This data is from Full USPTO retrosynthesis dataset with 1.9M reactions from patents (1976-2016). (1) Given the product [C:1]1([C:19]2[CH:24]=[CH:23][CH:22]=[CH:21][CH:20]=2)[CH:6]=[CH:5][C:4]([CH2:7][CH2:8][NH:9][C:10]([C:12]2[N:13]=[N:14][C:15]([N:28]3[CH2:29][CH2:30][N:25]([C:31](=[O:32])[C:33]4[CH:38]=[CH:37][CH:36]=[CH:35][C:34]=4[C:39]([F:42])([F:40])[F:41])[CH2:26][CH2:27]3)=[CH:16][CH:17]=2)=[O:11])=[CH:3][CH:2]=1, predict the reactants needed to synthesize it. The reactants are: [C:1]1([C:19]2[CH:24]=[CH:23][CH:22]=[CH:21][CH:20]=2)[CH:6]=[CH:5][C:4]([CH2:7][CH2:8][NH:9][C:10]([C:12]2[N:13]=[N:14][C:15](Cl)=[CH:16][CH:17]=2)=[O:11])=[CH:3][CH:2]=1.[N:25]1([C:31]([C:33]2[CH:38]=[CH:37][CH:36]=[CH:35][C:34]=2[C:39]([F:42])([F:41])[F:40])=[O:32])[CH2:30][CH2:29][NH:28][CH2:27][CH2:26]1. (2) Given the product [Cl:51][C:31]1[C:30]2[C:35](=[CH:36][CH:37]=[C:28]([C:19]([C:21]3[N:25]([CH3:26])[C:24]([CH3:27])=[N:23][CH:22]=3)([OH:20])[CH:17]3[CH2:18][N:15]([C:13](=[O:12])[CH3:1])[CH2:16]3)[CH:29]=2)[N:34]=[C:33]([O:38][CH3:39])[C:32]=1[CH2:40][N:41]1[CH2:42][CH2:43][CH:44]([C:47]([F:50])([F:48])[F:49])[CH2:45][CH2:46]1, predict the reactants needed to synthesize it. The reactants are: [C:1](O)(C(F)(F)F)=O.C([O:12][C:13]([N:15]1[CH2:18][CH:17]([C:19]([C:28]2[CH:29]=[C:30]3[C:35](=[CH:36][CH:37]=2)[N:34]=[C:33]([O:38][CH3:39])[C:32]([CH2:40][N:41]2[CH2:46][CH2:45][CH:44]([C:47]([F:50])([F:49])[F:48])[CH2:43][CH2:42]2)=[C:31]3[Cl:51])([C:21]2[N:25]([CH3:26])[C:24]([CH3:27])=[N:23][CH:22]=2)[OH:20])[CH2:16]1)=O)(C)(C)C.CC(OC(C)=O)=O. (3) Given the product [Cl:1][C:2]1[CH:24]=[C:23]([CH2:25][N:26]2[CH2:31][CH2:30][N:29]([S:32]([CH3:35])(=[O:34])=[O:33])[CH2:28][CH2:27]2)[CH:22]=[CH:21][C:3]=1[O:4][CH:5]1[CH2:10][CH2:9][N:8]([C:11]2[N:16]=[CH:15][C:14]([C:17]([OH:19])=[O:18])=[CH:13][N:12]=2)[CH2:7][CH2:6]1, predict the reactants needed to synthesize it. The reactants are: [Cl:1][C:2]1[CH:24]=[C:23]([CH2:25][N:26]2[CH2:31][CH2:30][N:29]([S:32]([CH3:35])(=[O:34])=[O:33])[CH2:28][CH2:27]2)[CH:22]=[CH:21][C:3]=1[O:4][CH:5]1[CH2:10][CH2:9][N:8]([C:11]2[N:16]=[CH:15][C:14]([C:17]([O:19]C)=[O:18])=[CH:13][N:12]=2)[CH2:7][CH2:6]1.[Li+].[OH-].